Dataset: Full USPTO retrosynthesis dataset with 1.9M reactions from patents (1976-2016). Task: Predict the reactants needed to synthesize the given product. (1) Given the product [Br:1][C:2]1[CH:3]=[C:4]2[C:13](=[CH:14][CH:15]=1)[O:12][C:7]1([CH2:11][CH2:10][O:9][CH2:8]1)[CH2:6]/[C:5]/2=[N:23]\[C:17]#[N:18], predict the reactants needed to synthesize it. The reactants are: [Br:1][C:2]1[CH:3]=[C:4]2[C:13](=[CH:14][CH:15]=1)[O:12][C:7]1([CH2:11][CH2:10][O:9][CH2:8]1)[CH2:6][C:5]2=O.[C:17](=[N:23][Si](C)(C)C)=[N:18][Si](C)(C)C. (2) Given the product [CH3:35][C:36]1[CH:37]=[C:38]([NH:43][C:44](=[O:70])[NH:45][C:46]2[CH:47]=[CH:48][C:49]([C:52]3[CH:60]=[C:59]4[C:55]([CH2:56][N:57]([C@@H:62]([CH:67]([CH3:68])[CH3:69])[C:63]([OH:65])=[O:64])[C:58]4=[O:61])=[CH:54][CH:53]=3)=[N:50][CH:51]=2)[CH:39]=[CH:40][C:41]=1[CH3:42], predict the reactants needed to synthesize it. The reactants are: ClC1C=CC=CC=1NC(=O)NC1C=CC(C2C=C3C(CN([C@@H](C(C)C)C(O)=O)C3=O)=CC=2)=NC=1.[CH3:35][C:36]1[CH:37]=[C:38]([NH:43][C:44](=[O:70])[NH:45][C:46]2[CH:47]=[CH:48][C:49]([C:52]3[CH:60]=[C:59]4[C:55]([CH2:56][N:57]([C@@H:62]([CH:67]([CH3:69])[CH3:68])[C:63]([O:65]C)=[O:64])[C:58]4=[O:61])=[CH:54][CH:53]=3)=[N:50][CH:51]=2)[CH:39]=[CH:40][C:41]=1[CH3:42]. (3) The reactants are: [H-].[Na+].[CH2:3]([O:5][C:6](=[O:25])[CH:7]=[CH:8][C@@H:9]([CH3:24])[C@H:10]([NH:16][C:17]([O:19][C:20]([CH3:23])([CH3:22])[CH3:21])=[O:18])[C:11]1[O:12][CH:13]=[CH:14][CH:15]=1)[CH3:4].[CH3:26]I.OS([O-])(=O)=O.[Na+]. Given the product [CH2:3]([O:5][C:6](=[O:25])[CH:7]=[CH:8][C@@H:9]([CH3:24])[C@H:10]([N:16]([C:17]([O:19][C:20]([CH3:23])([CH3:22])[CH3:21])=[O:18])[CH3:26])[C:11]1[O:12][CH:13]=[CH:14][CH:15]=1)[CH3:4], predict the reactants needed to synthesize it. (4) Given the product [C:7]1([C:17]2([CH2:22][C:23]([NH2:1])=[NH:24])[CH2:21][CH2:20][CH2:19][CH2:18]2)[C:16]2[C:11](=[CH:12][CH:13]=[CH:14][CH:15]=2)[CH:10]=[CH:9][CH:8]=1, predict the reactants needed to synthesize it. The reactants are: [NH4+:1].[Cl-].C[Al](C)C.[C:7]1([C:17]2([CH2:22][C:23]#[N:24])[CH2:21][CH2:20][CH2:19][CH2:18]2)[C:16]2[C:11](=[CH:12][CH:13]=[CH:14][CH:15]=2)[CH:10]=[CH:9][CH:8]=1.CO.